This data is from Full USPTO retrosynthesis dataset with 1.9M reactions from patents (1976-2016). The task is: Predict the reactants needed to synthesize the given product. (1) Given the product [CH3:25][N:26]1[CH2:27][CH2:28][N:29]([C:32]2[CH:38]=[CH:37][C:35]([NH:36][C:2]3[C:3]4[NH:15][N:14]=[CH:13][C:4]=4[N:5]=[C:6]([C:8]4[S:9][CH:10]=[CH:11][CH:12]=4)[N:7]=3)=[CH:34][CH:33]=2)[CH2:30][CH2:31]1, predict the reactants needed to synthesize it. The reactants are: Cl[C:2]1[C:3]2[C:4](=[CH:13][N:14](CC3C=CC(OC)=CC=3)[N:15]=2)[N:5]=[C:6]([C:8]2[S:9][CH:10]=[CH:11][CH:12]=2)[N:7]=1.[CH3:25][N:26]1[CH2:31][CH2:30][N:29]([C:32]2[CH:38]=[CH:37][C:35]([NH2:36])=[CH:34][CH:33]=2)[CH2:28][CH2:27]1.Cl. (2) Given the product [Br:1][C:2]1[CH:3]=[C:4]([C:9]2[CH:21]=[CH:20][C:12]3[N:13]([CH3:25])[C:14](=[O:19])[O:15][C:16]([CH3:17])([CH3:18])[C:11]=3[CH:10]=2)[CH:5]=[C:6]([F:8])[CH:7]=1, predict the reactants needed to synthesize it. The reactants are: [Br:1][C:2]1[CH:3]=[C:4]([C:9]2[CH:21]=[CH:20][C:12]3[NH:13][C:14](=[O:19])[O:15][C:16]([CH3:18])([CH3:17])[C:11]=3[CH:10]=2)[CH:5]=[C:6]([F:8])[CH:7]=1.[H-].[Na+].I[CH3:25].[Cl-].[NH4+]. (3) The reactants are: [CH:1]1([CH2:4][N:5]2[CH2:10][CH2:9][CH:8]([C:11]([N:13]3[CH2:17][CH:16]([NH:18][CH3:19])[CH:15]([C:20]4[CH:25]=[CH:24][C:23]([Cl:26])=[C:22]([Cl:27])[CH:21]=4)[CH2:14]3)=[O:12])[CH2:7][CH2:6]2)[CH2:3][CH2:2]1.[C:28]([C:30]1[CH:35]=[CH:34][C:33]([CH2:36][C:37]([OH:39])=O)=[CH:32][CH:31]=1)#[N:29]. Given the product [C:28]([C:30]1[CH:31]=[CH:32][C:33]([CH2:36][C:37]([N:18]([CH:16]2[CH:15]([C:20]3[CH:25]=[CH:24][C:23]([Cl:26])=[C:22]([Cl:27])[CH:21]=3)[CH2:14][N:13]([C:11]([CH:8]3[CH2:9][CH2:10][N:5]([CH2:4][CH:1]4[CH2:3][CH2:2]4)[CH2:6][CH2:7]3)=[O:12])[CH2:17]2)[CH3:19])=[O:39])=[CH:34][CH:35]=1)#[N:29], predict the reactants needed to synthesize it. (4) Given the product [NH2:29][C:28]1[C:23]([Cl:22])=[CH:24][CH:25]=[CH:26][C:27]=1[C:32]([NH:1][CH2:2][CH2:3][CH2:4][C@H:5]1[O:9][C:8](=[O:10])[N:7]([C:11]2[CH:12]=[CH:13][C:14]3[S:19][CH2:18][C:17](=[O:20])[NH:16][C:15]=3[CH:21]=2)[CH2:6]1)=[O:31], predict the reactants needed to synthesize it. The reactants are: [NH2:1][CH2:2][CH2:3][CH2:4][C@H:5]1[O:9][C:8](=[O:10])[N:7]([C:11]2[CH:12]=[CH:13][C:14]3[S:19][CH2:18][C:17](=[O:20])[NH:16][C:15]=3[CH:21]=2)[CH2:6]1.[Cl:22][C:23]1[C:28]2[NH:29]C(=O)[O:31][C:32](=O)[C:27]=2[CH:26]=[CH:25][CH:24]=1. (5) Given the product [CH2:1]([C:3]1[S:4][CH:5]=[C:6]([C:8]2[C:9](=[O:11])[N:17]3[C:18]([NH:19][C:20]4[CH:25]=[CH:24][CH:23]=[CH:22][C:21]=43)=[C:26]([C:27]#[N:28])[C:14]=2[CH3:16])[N:7]=1)[CH3:2], predict the reactants needed to synthesize it. The reactants are: [CH2:1]([C:3]1[S:4][CH:5]=[C:6]([CH:8]([C:14]([CH3:16])=O)[C:9]([O:11]CC)=O)[N:7]=1)[CH3:2].[N:17]1[C:21]2[CH:22]=[CH:23][CH:24]=[CH:25][C:20]=2[NH:19][C:18]=1[CH2:26][C:27]#[N:28].C([O-])(=O)C.[NH4+]. (6) Given the product [NH2:37][C:34]1[CH:35]=[CH:36][C:31]([C:30]#[C:29][CH2:28][CH2:27][CH2:26][N:25]([CH3:44])[CH2:24][C@@H:23]([C:45]2[CH:54]=[CH:53][C:52]([OH:55])=[C:51]3[C:46]=2[CH:47]=[CH:48][C:49](=[O:56])[NH:50]3)[O:22][Si:15]([C:18]([CH3:21])([CH3:20])[CH3:19])([CH3:16])[CH3:17])=[CH:32][CH:33]=1, predict the reactants needed to synthesize it. The reactants are: CNC1C=CC(C#CCCCO)=CC=1.[Si:15]([O:22][C@H:23]([C:45]1[CH:54]=[CH:53][C:52]([OH:55])=[C:51]2[C:46]=1[CH:47]=[CH:48][C:49](=[O:56])[NH:50]2)[CH2:24][N:25]([CH3:44])[CH2:26][CH2:27][CH2:28][C:29]#[C:30][C:31]1[CH:36]=[CH:35][C:34]([NH:37]C(=O)C(F)(F)F)=[CH:33][CH:32]=1)([C:18]([CH3:21])([CH3:20])[CH3:19])([CH3:17])[CH3:16]. (7) Given the product [F:25][C:3]1[C:2]([C:27]#[C:26][C@:28]2([OH:35])[CH2:32][CH2:31][N:30]([CH3:33])[C:29]2=[O:34])=[CH:24][C:6]2[C:7]3[N:8]([C:12]([CH2:18][N:19]4[CH2:23][CH2:22][CH2:21][CH2:20]4)=[C:13]([C:15]([NH2:17])=[O:16])[N:14]=3)[CH2:9][CH2:10][O:11][C:5]=2[CH:4]=1, predict the reactants needed to synthesize it. The reactants are: Br[C:2]1[C:3]([F:25])=[CH:4][C:5]2[O:11][CH2:10][CH2:9][N:8]3[C:12]([CH2:18][N:19]4[CH2:23][CH2:22][CH2:21][CH2:20]4)=[C:13]([C:15]([NH2:17])=[O:16])[N:14]=[C:7]3[C:6]=2[CH:24]=1.[C:26]([C@:28]1([OH:35])[CH2:32][CH2:31][N:30]([CH3:33])[C:29]1=[O:34])#[CH:27].